This data is from Full USPTO retrosynthesis dataset with 1.9M reactions from patents (1976-2016). The task is: Predict the reactants needed to synthesize the given product. (1) Given the product [CH2:38]([O:45][C:46]([N:8]1[CH2:13][CH2:12][CH:11]([O:14][C:15]2[CH:20]=[CH:19][C:18]([N+:21]([O-:23])=[O:22])=[C:17]([CH2:24][S:25]([C:28]3[C:37]4[C:32](=[CH:33][CH:34]=[CH:35][CH:36]=4)[CH:31]=[CH:30][CH:29]=3)(=[O:26])=[O:27])[CH:16]=2)[CH2:10][CH2:9]1)=[O:47])[C:39]1[CH:44]=[CH:43][CH:42]=[CH:41][CH:40]=1, predict the reactants needed to synthesize it. The reactants are: C([N:8]1[CH2:13][CH2:12][CH:11]([O:14][C:15]2[CH:20]=[CH:19][C:18]([N+:21]([O-:23])=[O:22])=[C:17]([CH2:24][S:25]([C:28]3[C:37]4[C:32](=[CH:33][CH:34]=[CH:35][CH:36]=4)[CH:31]=[CH:30][CH:29]=3)(=[O:27])=[O:26])[CH:16]=2)[CH2:10][CH2:9]1)C1C=CC=CC=1.[CH2:38]([O:45][C:46](Cl)=[O:47])[C:39]1[CH:44]=[CH:43][CH:42]=[CH:41][CH:40]=1.[OH-].[Na+]. (2) Given the product [F:9][C:8]([F:11])([F:10])[C:7]1[CH:6]=[CH:5][CH:4]=[C:3]2[C:2]=1[N:1]=[CH:30][C:29]([C:25]1[CH:26]=[CH:27][CH:28]=[C:23]([C:22]([F:21])([F:32])[F:33])[CH:24]=1)=[C:12]2[C:14]1[CH:15]=[C:16]([OH:20])[CH:17]=[CH:18][CH:19]=1, predict the reactants needed to synthesize it. The reactants are: [NH2:1][C:2]1[C:7]([C:8]([F:11])([F:10])[F:9])=[CH:6][CH:5]=[CH:4][C:3]=1[C:12]([C:14]1[CH:19]=[CH:18][CH:17]=[C:16]([OH:20])[CH:15]=1)=O.[F:21][C:22]([F:33])([F:32])[C:23]1[CH:24]=[C:25]([CH2:29][CH:30]=O)[CH:26]=[CH:27][CH:28]=1. (3) Given the product [CH3:1][N:2]([CH2:4][C:5]1[CH:22]=[CH:21][C:8]([CH:9]2[CH:29]([C:28]3[CH:31]=[CH:32][C:25]([CH2:23][CH3:24])=[CH:26][CH:27]=3)[C:34](=[O:33])[C:35]3[C:16]([C:15]([O:14][CH2:13][CH3:12])=[O:20])=[CH:17][CH:18]=[CH:19][C:11]=3[NH:10]2)=[CH:7][CH:6]=1)[CH3:3], predict the reactants needed to synthesize it. The reactants are: [CH3:1][N:2]([CH2:4][C:5]1[CH:22]=[CH:21][C:8](/[CH:9]=[N:10]/[C:11]2[CH:19]=[CH:18][CH:17]=[C:16]3[C:12]=2[CH2:13][O:14][C:15]3=[O:20])=[CH:7][CH:6]=1)[CH3:3].[CH2:23]([C:25]1[CH:32]=[CH:31][C:28]([CH:29]=O)=[CH:27][CH:26]=1)[CH3:24].[O-:33][CH2:34][CH3:35].[Na+].C(O)C. (4) The reactants are: [O:1]1[CH2:5][CH2:4][O:3][CH:2]1[CH2:6][CH2:7][CH2:8][CH2:9][O:10][C:11]1[CH:12]=[C:13]([C@@:17]([OH:27])([C:21]2[CH:26]=[CH:25][CH:24]=[CH:23][CH:22]=2)[C:18]([OH:20])=[O:19])[CH:14]=[CH:15][CH:16]=1.C(C1NC=CN=1)(C1NC=CN=1)=O.[CH2:40]([N:47]1[CH2:52][CH2:51][CH:50]([CH2:53]O)[CH2:49][CH2:48]1)[C:41]1[CH:46]=[CH:45][CH:44]=[CH:43][CH:42]=1. Given the product [O:1]1[CH2:5][CH2:4][O:3][CH:2]1[CH2:6][CH2:7][CH2:8][CH2:9][O:10][C:11]1[CH:12]=[C:13]([C@@:17]([OH:27])([C:21]2[CH:26]=[CH:25][CH:24]=[CH:23][CH:22]=2)[C:18]([O:20][CH2:53][CH:50]2[CH2:49][CH2:48][N:47]([CH2:40][C:41]3[CH:46]=[CH:45][CH:44]=[CH:43][CH:42]=3)[CH2:52][CH2:51]2)=[O:19])[CH:14]=[CH:15][CH:16]=1, predict the reactants needed to synthesize it. (5) The reactants are: I[C:2]1[C:7]2[N:8]=[C:9]([C:11]3[CH:16]=[CH:15][C:14]([O:17][CH3:18])=[CH:13][CH:12]=3)[S:10][C:6]=2[CH:5]=[C:4]([O:19][CH3:20])[CH:3]=1.[Cu][C:22]#[N:23].Cl. Given the product [C:22]([C:2]1[C:7]2[N:8]=[C:9]([C:11]3[CH:16]=[CH:15][C:14]([O:17][CH3:18])=[CH:13][CH:12]=3)[S:10][C:6]=2[CH:5]=[C:4]([O:19][CH3:20])[CH:3]=1)#[N:23], predict the reactants needed to synthesize it. (6) The reactants are: N1C=CC=CC=1.[Cl:7][C:8]1[CH:16]=[CH:15][CH:14]=[C:13]([Cl:17])[C:9]=1[C:10](Cl)=[O:11].C1(C)C=CC=CC=1.[NH2:25][C:26]1[CH:38]=[C:37]([O:39][C:40]2[CH:45]=[CH:44][CH:43]=[CH:42][CH:41]=2)[CH:36]=[CH:35][C:27]=1[C:28]([O:30][C:31]([CH3:34])([CH3:33])[CH3:32])=[O:29]. Given the product [Cl:7][C:8]1[CH:16]=[CH:15][CH:14]=[C:13]([Cl:17])[C:9]=1[C:10]([NH:25][C:26]1[CH:38]=[C:37]([O:39][C:40]2[CH:45]=[CH:44][CH:43]=[CH:42][CH:41]=2)[CH:36]=[CH:35][C:27]=1[C:28]([O:30][C:31]([CH3:32])([CH3:33])[CH3:34])=[O:29])=[O:11], predict the reactants needed to synthesize it.